This data is from Drug-target binding data from BindingDB using IC50 measurements. The task is: Regression. Given a target protein amino acid sequence and a drug SMILES string, predict the binding affinity score between them. We predict pIC50 (pIC50 = -log10(IC50 in M); higher means more potent). Dataset: bindingdb_ic50. The small molecule is O=S(c1cc(Cl)cc(Cl)c1O)c1cc(Cl)cc(Cl)c1O. The target protein (P42858) has sequence MATLEKLMKAFESLKSFQQQQQQQQQQQQQQQQQQQQQPPPPPPPPPPPQLPQPPPQAQPLLPQPQPPPPPPPPPPGPAVAEEPLHRPKKELSATKKDRVNHCLTICENIVAQSVRNSPEFQKLLGIAMELFLLCSDDAESDVRMVADECLNKVIKALMDSNLPRLQLELYKEIKKNGAPRSLRAALWRFAELAHLVRPQKCRPYLVNLLPCLTRTSKRPEESVQETLAAAVPKIMASFGNFANDNEIKVLLKAFIANLKSSSPTIRRTAAGSAVSICQHSRRTQYFYSWLLNVLLGLLVPVEDEHSTLLILGVLLTLRYLVPLLQQQVKDTSLKGSFGVTRKEMEVSPSAEQLVQVYELTLHHTQHQDHNVVTGALELLQQLFRTPPPELLQTLTAVGGIGQLTAAKEESGGRSRSGSIVELIAGGGSSCSPVLSRKQKGKVLLGEEEALEDDSESRSDVSSSALTASVKDEISGELAASSGVSTPGSAGHDIITEQPR.... The pIC50 is 5.8.